Dataset: Full USPTO retrosynthesis dataset with 1.9M reactions from patents (1976-2016). Task: Predict the reactants needed to synthesize the given product. (1) Given the product [Br:1][C:2]1[C:3]([C:8]2([OH:15])[CH2:13][CH2:12][CH:11]([N:16]3[CH2:19][CH:18]([NH:20][C:21]([CH2:23][NH:24][C:25](=[O:36])[C:26]4[CH:31]=[CH:30][CH:29]=[C:28]([C:32]([F:35])([F:33])[F:34])[CH:27]=4)=[O:22])[CH2:17]3)[CH2:10][CH2:9]2)=[N:4][N:5]([CH3:7])[CH:6]=1, predict the reactants needed to synthesize it. The reactants are: [Br:1][C:2]1[C:3]([C:8]2([OH:15])[CH2:13][CH2:12][C:11](=O)[CH2:10][CH2:9]2)=[N:4][N:5]([CH3:7])[CH:6]=1.[NH:16]1[CH2:19][CH:18]([NH:20][C:21]([CH2:23][NH:24][C:25](=[O:36])[C:26]2[CH:31]=[CH:30][CH:29]=[C:28]([C:32]([F:35])([F:34])[F:33])[CH:27]=2)=[O:22])[CH2:17]1. (2) The reactants are: C(C1C(CC2SC=CC=2)=CC2C(C)(C)CCC(C)(C)C=2C=1)=O.[S:23]1[CH:27]=[CH:26][CH:25]=[C:24]1[CH2:28][C:29]1[C:30](/[CH:43]=[CH:44]/[C:45]2[CH:55]=[CH:54][C:48]([C:49]([O:51]CC)=[O:50])=[CH:47][CH:46]=2)=[CH:31][C:32]2[C:33]([CH3:42])([CH3:41])[CH2:34][CH2:35][C:36]([CH3:40])([CH3:39])[C:37]=2[CH:38]=1. Given the product [CH3:39][C:36]1([CH3:40])[CH2:35][CH2:34][C:33]([CH3:41])([CH3:42])[C:32]2[CH:31]=[C:30](/[CH:43]=[CH:44]/[C:45]3[CH:46]=[CH:47][C:48]([C:49]([OH:51])=[O:50])=[CH:54][CH:55]=3)[C:29]([CH2:28][C:24]3[S:23][CH:27]=[CH:26][CH:25]=3)=[CH:38][C:37]1=2, predict the reactants needed to synthesize it. (3) Given the product [Cl:1][C:2]1[CH:10]=[C:9]2[C:5]([C:6]([C:11]([N:13]3[CH2:18][CH2:17][CH:16]([C:19]4[CH:24]=[CH:23][CH:22]=[CH:21][C:20]=4[O:25][CH3:26])[CH2:15][CH2:14]3)=[O:12])=[CH:7][N:8]2[CH2:28][C:29]([N:31]([CH3:33])[CH3:32])=[O:30])=[CH:4][CH:3]=1, predict the reactants needed to synthesize it. The reactants are: [Cl:1][C:2]1[CH:10]=[C:9]2[C:5]([C:6]([C:11]([N:13]3[CH2:18][CH2:17][CH:16]([C:19]4[CH:24]=[CH:23][CH:22]=[CH:21][C:20]=4[O:25][CH3:26])[CH2:15][CH2:14]3)=[O:12])=[CH:7][NH:8]2)=[CH:4][CH:3]=1.Cl[CH2:28][C:29]([N:31]([CH3:33])[CH3:32])=[O:30]. (4) Given the product [F:28][C:10]1[CH:11]=[C:12]([C:16]2[C:17]([C:22]3[CH:27]=[CH:26][CH:25]=[CH:24][CH:23]=3)=[N:18][O:19][C:20]=2[CH3:21])[CH:13]=[C:14]([F:15])[C:9]=1[S:6]([NH2:31])(=[O:8])=[O:7], predict the reactants needed to synthesize it. The reactants are: C(OC[S:6]([C:9]1[C:14]([F:15])=[CH:13][C:12]([C:16]2[C:17]([C:22]3[CH:27]=[CH:26][CH:25]=[CH:24][CH:23]=3)=[N:18][O:19][C:20]=2[CH3:21])=[CH:11][C:10]=1[F:28])(=[O:8])=[O:7])(=O)C.[OH-].[Li+].[NH:31](S(O)(=O)=O)O.